Dataset: Full USPTO retrosynthesis dataset with 1.9M reactions from patents (1976-2016). Task: Predict the reactants needed to synthesize the given product. (1) Given the product [F:23][C:24]([F:37])([F:36])[S:25]([O:15][C:9]1[C:10]([C:12](=[O:14])[CH3:13])=[CH:11][C:2]([Cl:1])=[C:3]2[C:8]=1[N:7]=[CH:6][CH:5]=[CH:4]2)(=[O:27])=[O:26], predict the reactants needed to synthesize it. The reactants are: [Cl:1][C:2]1[CH:11]=[C:10]([C:12](=[O:14])[CH3:13])[C:9]([OH:15])=[C:8]2[C:3]=1[CH:4]=[CH:5][CH:6]=[N:7]2.C(N(CC)CC)C.[F:23][C:24]([F:37])([F:36])[S:25](O[S:25]([C:24]([F:37])([F:36])[F:23])(=[O:27])=[O:26])(=[O:27])=[O:26]. (2) Given the product [CH2:1]([NH:5][C:6]([CH:8]1[CH2:13][CH2:12][CH2:11][N:10]([C:14]2[N:19]=[C:18]([CH3:20])[C:17]([CH:21]([CH2:26][CH2:27][CH3:28])[C:22]([OH:24])=[O:23])=[C:16]([C:29]3[CH:30]=[CH:31][C:32]([CH3:35])=[CH:33][CH:34]=3)[N:15]=2)[CH2:9]1)=[O:7])[CH:2]([CH3:4])[CH3:3], predict the reactants needed to synthesize it. The reactants are: [CH2:1]([NH:5][C:6]([CH:8]1[CH2:13][CH2:12][CH2:11][N:10]([C:14]2[N:19]=[C:18]([CH3:20])[C:17]([CH:21]([CH2:26][CH2:27][CH3:28])[C:22]([O:24]C)=[O:23])=[C:16]([C:29]3[CH:34]=[CH:33][C:32]([CH3:35])=[CH:31][CH:30]=3)[N:15]=2)[CH2:9]1)=[O:7])[CH:2]([CH3:4])[CH3:3].[OH-].[Na+]. (3) The reactants are: [CH2:1]([C:3]1[CH:4]=[N:5][N:6]2[CH:11]=[C:10]([C:12]3[CH:17]=[CH:16][CH:15]=[CH:14][CH:13]=3)[C:9]([C:18]3[CH:25]=[CH:24][C:21]([CH:22]=O)=[CH:20][CH:19]=3)=[N:8][C:7]=12)[CH3:2].Cl.[NH:27]1[CH2:30][CH:29]([C:31]2[N:32]=[C:33]([C:36]3[CH:41]=[CH:40][CH:39]=[C:38]([CH3:42])[N:37]=3)[NH:34][N:35]=2)[CH2:28]1.C(N(CC)CC)C.C(O[BH-](OC(=O)C)OC(=O)C)(=O)C.[Na+]. Given the product [CH2:1]([C:3]1[CH:4]=[N:5][N:6]2[CH:11]=[C:10]([C:12]3[CH:17]=[CH:16][CH:15]=[CH:14][CH:13]=3)[C:9]([C:18]3[CH:25]=[CH:24][C:21]([CH2:22][N:27]4[CH2:28][CH:29]([C:31]5[N:32]=[C:33]([C:36]6[CH:41]=[CH:40][CH:39]=[C:38]([CH3:42])[N:37]=6)[NH:34][N:35]=5)[CH2:30]4)=[CH:20][CH:19]=3)=[N:8][C:7]=12)[CH3:2], predict the reactants needed to synthesize it.